The task is: Predict the product of the given reaction.. This data is from Forward reaction prediction with 1.9M reactions from USPTO patents (1976-2016). (1) Given the reactants [O:1]1[CH:5]=[CH:4][C:3](B(O)O)=[CH:2]1.[NH2:9][C:10]1[CH:17]=[CH:16][CH:15]=[C:14](Br)[C:11]=1[C:12]#[N:13], predict the reaction product. The product is: [NH2:9][C:10]1[CH:17]=[CH:16][CH:15]=[C:14]([C:3]2[CH:4]=[CH:5][O:1][CH:2]=2)[C:11]=1[C:12]#[N:13]. (2) Given the reactants [CH3:1][C:2]1[C@@H:19]([O:20][C:21]([C@H:23]([OH:40])[C@@H:24]([NH:31][C:32]([C:34]2[CH:35]=[CH:36][CH:37]=[CH:38][CH:39]=2)=[O:33])[C:25]2[CH:26]=[CH:27][CH:28]=[CH:29][CH:30]=2)=[O:22])[CH2:18][C@:14]2([OH:41])[C:15]([CH3:17])([CH3:16])[C:3]=1[C@@H:4]([O:59][C:60]([CH3:62])=[O:61])[C:5]([C@@:7]1([CH3:58])[C@H:12]([C@@H:13]2[O:42][C:43]([C:45]2[CH:46]=[CH:47][CH:48]=[CH:49][CH:50]=2)=[O:44])[C@:11]2([O:53][C:54]([CH3:56])=[O:55])[CH2:51][O:52][C@@H:10]2[CH2:9][C@@H:8]1[OH:57])=[O:6].C(Cl)(Cl)Cl, predict the reaction product. The product is: [CH3:1][C:2]1[C@@H:19]([O:20][C:21]([C@H:23]([OH:40])[C@@H:24]([NH:31][C:32]([C:34]2[CH:39]=[CH:38][CH:37]=[CH:36][CH:35]=2)=[O:33])[C:25]2[CH:26]=[CH:27][CH:28]=[CH:29][CH:30]=2)=[O:22])[CH2:18][C@:14]2([OH:41])[C:15]([CH3:16])([CH3:17])[C:3]=1[C@@H:4]([O:59][C:60]([CH3:62])=[O:61])[C:5]([C@@:7]1([CH3:58])[C@H:12]([C@@H:13]2[O:42][C:43]([C:45]2[CH:50]=[CH:49][CH:48]=[CH:47][CH:46]=2)=[O:44])[C@:11]2([O:53][C:54]([CH3:56])=[O:55])[CH2:51][O:52][C@@H:10]2[CH2:9][C@@H:8]1[OH:57])=[O:6]. (3) Given the reactants CN([CH:4]=[O:5])C.P(Cl)(Cl)(Cl)=O.[CH3:11][O:12][C:13]1[CH:14]=[CH:15][CH:16]=[C:17]2[C:21]=1[NH:20][CH:19]=[CH:18]2.[OH-].[Na+], predict the reaction product. The product is: [CH3:11][O:12][C:13]1[CH:14]=[CH:15][CH:16]=[C:17]2[C:21]=1[NH:20][CH:19]=[C:18]2[CH:4]=[O:5].